Task: Regression. Given a peptide amino acid sequence and an MHC pseudo amino acid sequence, predict their binding affinity value. This is MHC class I binding data.. Dataset: Peptide-MHC class I binding affinity with 185,985 pairs from IEDB/IMGT (1) The peptide sequence is IPDELIDVL. The MHC is HLA-B51:01 with pseudo-sequence HLA-B51:01. The binding affinity (normalized) is 0.116. (2) The peptide sequence is RLRRDQRSL. The MHC is HLA-B51:01 with pseudo-sequence HLA-B51:01. The binding affinity (normalized) is 0.0847. (3) The peptide sequence is RTLLLLML. The MHC is H-2-Kb with pseudo-sequence H-2-Kb. The binding affinity (normalized) is 0.222. (4) The peptide sequence is MGHPKNAYL. The MHC is HLA-A26:01 with pseudo-sequence HLA-A26:01. The binding affinity (normalized) is 0.0847.